Dataset: Full USPTO retrosynthesis dataset with 1.9M reactions from patents (1976-2016). Task: Predict the reactants needed to synthesize the given product. (1) Given the product [C:20]1([C:7]2[N:6]=[C:5]3[C:10]([C:11]4[CH:19]=[CH:18][CH:17]=[CH:16][C:12]=4[C:13]4[CH:14]=[CH:15][C:2]([C:24]5[CH:23]=[CH:22][CH:21]=[C:20]([C:7]6[CH:8]=[CH:9][C:10]7[C:11]8[CH:12]=[CH:16][CH:17]=[CH:51][C:50]=8[C:13]8[C:4](=[N:3][C:2]([C:34]9[CH:35]=[CH:36][CH:37]=[CH:38][CH:39]=9)=[CH:15][CH:14]=8)[C:5]=7[N:6]=6)[CH:25]=5)=[N:3][C:4]=43)=[CH:9][CH:8]=2)[CH:25]=[CH:24][CH:23]=[CH:22][CH:21]=1, predict the reactants needed to synthesize it. The reactants are: Cl[C:2]1[CH:15]=[CH:14][C:13]2[C:12]3[CH:16]=[CH:17][CH:18]=[CH:19][C:11]=3[C:10]3[C:5](=[N:6][C:7]([C:20]4[CH:25]=[CH:24][CH:23]=[CH:22][CH:21]=4)=[CH:8][CH:9]=3)[C:4]=2[N:3]=1.CC1(C)C(C)(C)OB([C:34]2[CH:39]=[CH:38][CH:37]=[C:36](B3OC(C)(C)C(C)(C)O3)[CH:35]=2)O1.[CH3:50][CH2:51]O. (2) Given the product [Cl:1][C:2]1[N:7]=[C:6]([O:19][C:11]2[CH:12]=[CH:13][C:14]([N+:16]([O-:18])=[O:17])=[CH:15][C:10]=2[F:9])[CH:5]=[CH:4][N:3]=1, predict the reactants needed to synthesize it. The reactants are: [Cl:1][C:2]1[N:7]=[C:6](Cl)[CH:5]=[CH:4][N:3]=1.[F:9][C:10]1[CH:15]=[C:14]([N+:16]([O-:18])=[O:17])[CH:13]=[CH:12][C:11]=1[OH:19].C([O-])([O-])=O.[K+].[K+].CN(C=O)C. (3) Given the product [CH3:1][CH2:2][C:3]([C:6]([O:8][C@@H:9]1[C@@H:14]2[C@@H:15]([CH2:20][CH2:21][C@H:22]3[O:28][C:26](=[O:27])[CH2:25][C@H:24]([OH:29])[CH2:23]3)[C@@H:16]([CH3:19])[CH:17]=[CH:18][C:13]2=[CH:12][C@H:11]([CH3:31])[CH2:10]1)=[O:36])([CH3:4])[CH3:5].[Ca:34], predict the reactants needed to synthesize it. The reactants are: [CH3:1][CH2:2][C:3]([C:6]([O:8][C@@H:9]1[C@@H:14]2[C@@H:15]([CH2:20][CH2:21][C@@H:22](O)[CH2:23][C@@H:24]([OH:29])[CH2:25][C:26]([O-:28])=[O:27])[C@@H:16]([CH3:19])[CH:17]=[CH:18][C:13]2=[CH:12][C@H:11]([CH3:31])[CH2:10]1)=O)([CH3:5])[CH3:4].[NH4+].[Cl-].[Ca+2:34].[Cl-].[OH2:36].